From a dataset of Forward reaction prediction with 1.9M reactions from USPTO patents (1976-2016). Predict the product of the given reaction. The product is: [Cl:1][C:2]1[CH:25]=[C:24]([CH2:26][N:27]2[CH2:32][CH2:31][N:30]([S:33]([CH3:36])(=[O:35])=[O:34])[CH2:29][CH2:28]2)[CH:23]=[CH:22][C:3]=1[O:4][CH:5]1[CH2:6][CH2:7][N:8]([C:11]2[N:12]=[CH:13][C:14]([C:17]3[N:21]=[N:20][N:19]([CH3:37])[N:18]=3)=[CH:15][N:16]=2)[CH2:9][CH2:10]1. Given the reactants [Cl:1][C:2]1[CH:25]=[C:24]([CH2:26][N:27]2[CH2:32][CH2:31][N:30]([S:33]([CH3:36])(=[O:35])=[O:34])[CH2:29][CH2:28]2)[CH:23]=[CH:22][C:3]=1[O:4][CH:5]1[CH2:10][CH2:9][N:8]([C:11]2[N:16]=[CH:15][C:14]([C:17]3[N:18]=[N:19][NH:20][N:21]=3)=[CH:13][N:12]=2)[CH2:7][CH2:6]1.[C:37]([O-])([O-])=O.[K+].[K+].CI, predict the reaction product.